From a dataset of Forward reaction prediction with 1.9M reactions from USPTO patents (1976-2016). Predict the product of the given reaction. (1) The product is: [CH2:9]([C:16]1[C:24]2[C:19](=[CH:20][CH:21]=[CH:22][CH:23]=2)[N:18]([C@@H:34]2[O:35][C@H:30]([CH2:29][OH:28])[C@@H:31]([OH:45])[C@H:32]([OH:41])[C@H:33]2[OH:37])[CH:17]=1)[C:10]1[CH:11]=[CH:12][CH:13]=[CH:14][CH:15]=1. Given the reactants N1C(C)=CC=CC=1C.[CH2:9]([C:16]1[C:24]2[C:19](=[CH:20][CH:21]=[CH:22][CH:23]=2)[NH:18][CH:17]=1)[C:10]1[CH:15]=[CH:14][CH:13]=[CH:12][CH:11]=1.CC([O:28][CH2:29][C@H:30]1[O:35][C@H:34](Br)[C@H:33]([O:37]C(C)=O)[C@@H:32]([O:41]C(C)=O)[C@@H:31]1[O:45]C(C)=O)=O, predict the reaction product. (2) The product is: [CH3:24][N:25]1[C:26](=[O:57])[C:27]([NH:40][C:41]2[CH:46]=[CH:45][C:44]([N:47]3[CH2:52][CH2:51][N:50]([CH:53]4[CH2:54][O:55][CH2:56]4)[CH2:49][CH2:48]3)=[CH:43][N:42]=2)=[CH:28][C:29]([C:2]2[CH:3]=[N:4][CH:5]=[C:6]([N:10]3[C:22](=[O:23])[C:21]4[S:20][C:19]5[CH2:18][CH2:17][CH2:16][CH2:15][C:14]=5[C:13]=4[CH2:12][CH2:11]3)[C:7]=2[CH:8]=[O:9])=[CH:30]1. Given the reactants Br[C:2]1[CH:3]=[N:4][CH:5]=[C:6]([N:10]2[C:22](=[O:23])[C:21]3[S:20][C:19]4[CH2:18][CH2:17][CH2:16][CH2:15][C:14]=4[C:13]=3[CH2:12][CH2:11]2)[C:7]=1[CH:8]=[O:9].[CH3:24][N:25]1[CH:30]=[C:29](B2OC(C)(C)C(C)(C)O2)[CH:28]=[C:27]([NH:40][C:41]2[CH:46]=[CH:45][C:44]([N:47]3[CH2:52][CH2:51][N:50]([CH:53]4[CH2:56][O:55][CH2:54]4)[CH2:49][CH2:48]3)=[CH:43][N:42]=2)[C:26]1=[O:57].[O-]P([O-])([O-])=O.[K+].[K+].[K+].CC([O-])=O.[Na+], predict the reaction product. (3) Given the reactants [Cl:1][C:2]1[N:7]=[CH:6][C:5]2[C:8]([C:14]([OH:16])=O)=[CH:9][N:10]([CH:11]([CH3:13])[CH3:12])[C:4]=2[CH:3]=1.[CH3:17][CH2:18][N:19](C(C)C)C(C)C.CN(C(ON1N=NC2C=CC=CC1=2)=[N+](C)C)C.F[P-](F)(F)(F)(F)F.Cl.C(N)C, predict the reaction product. The product is: [Cl:1][C:2]1[N:7]=[CH:6][C:5]2[C:8]([C:14]([NH:19][CH2:18][CH3:17])=[O:16])=[CH:9][N:10]([CH:11]([CH3:12])[CH3:13])[C:4]=2[CH:3]=1. (4) Given the reactants Cl[C:2]1[N:7]=[CH:6][C:5]([N+:8]([O-:10])=[O:9])=[CH:4][CH:3]=1.[Cl:11][C:12]1[CH:17]=[C:16]([Cl:18])[CH:15]=[CH:14][C:13]=1[C:19]1[C:24]([C:25]2[NH:26][CH:27]=[C:28]([CH3:30])[N:29]=2)=[CH:23][N:22]=[C:21]([NH:31][CH2:32][CH2:33][NH:34]C2N=CC(C#N)=CC=2)[N:20]=1, predict the reaction product. The product is: [Cl:11][C:12]1[CH:17]=[C:16]([Cl:18])[CH:15]=[CH:14][C:13]=1[C:19]1[C:24]([C:25]2[NH:26][CH:27]=[C:28]([CH3:30])[N:29]=2)=[CH:23][N:22]=[C:21]([NH:31][CH2:32][CH2:33][NH:34][C:2]2[CH:3]=[CH:4][C:5]([N+:8]([O-:10])=[O:9])=[CH:6][N:7]=2)[N:20]=1. (5) Given the reactants [CH3:1][O:2][C:3]1[CH:8]=[CH:7][C:6]([CH3:9])=[CH:5][C:4]=1[OH:10].C1(P(C2C=CC=CC=2)C2C=CC=CC=2)C=CC=CC=1.CCOC(/N=N/C(OCC)=O)=O.[CH3:42][N:43]1[CH2:48][CH2:47][CH:46]([CH2:49]O)[CH2:45][CH2:44]1, predict the reaction product. The product is: [CH3:1][O:2][C:3]1[CH:8]=[CH:7][C:6]([CH3:9])=[CH:5][C:4]=1[O:10][CH2:49][CH:46]1[CH2:47][CH2:48][N:43]([CH3:42])[CH2:44][CH2:45]1.